From a dataset of Full USPTO retrosynthesis dataset with 1.9M reactions from patents (1976-2016). Predict the reactants needed to synthesize the given product. (1) Given the product [NH2:19][C:20]1[N:41]=[C:40]([C:4]([O:3][CH2:1][CH3:2])=[CH2:5])[CH:39]=[CH:38][C:21]=1[C:22]([NH:24][CH2:25][C:26]1[S:27][C:28]([O:31][C:32]2[CH:37]=[CH:36][CH:35]=[CH:34][CH:33]=2)=[CH:29][CH:30]=1)=[O:23], predict the reactants needed to synthesize it. The reactants are: [CH2:1]([O:3][C:4]([Sn](CCCC)(CCCC)CCCC)=[CH2:5])[CH3:2].[NH2:19][C:20]1[N:41]=[C:40](Cl)[CH:39]=[CH:38][C:21]=1[C:22]([NH:24][CH2:25][C:26]1[S:27][C:28]([O:31][C:32]2[CH:37]=[CH:36][CH:35]=[CH:34][CH:33]=2)=[CH:29][CH:30]=1)=[O:23].C1(C)C(C)=CC=CC=1.O. (2) Given the product [Br:45][C:29]1[CH:30]=[C:31]([C:35]([F:44])([C:36]([F:37])([F:38])[F:39])[C:40]([F:42])([F:41])[F:43])[CH:32]=[C:33]([Cl:34])[C:28]=1[NH:4][C:5](=[O:27])[C:6]1[CH:11]=[CH:10][CH:9]=[C:8]([N:12]([C:15](=[O:24])[C:16]2[CH:17]=[CH:18][C:19]([C:22]#[N:23])=[CH:20][CH:21]=2)[CH2:13][CH3:14])[C:7]=1[O:25][CH3:26], predict the reactants needed to synthesize it. The reactants are: C([N:4]([C:28]1[C:33]([Cl:34])=[CH:32][C:31]([C:35]([F:44])([C:40]([F:43])([F:42])[F:41])[C:36]([F:39])([F:38])[F:37])=[CH:30][C:29]=1[Br:45])[C:5](=[O:27])[C:6]1[CH:11]=[CH:10][CH:9]=[C:8]([N:12]([C:15](=[O:24])[C:16]2[CH:21]=[CH:20][C:19]([C:22]#[N:23])=[CH:18][CH:17]=2)[CH2:13][CH3:14])[C:7]=1[O:25][CH3:26])(=O)C.[OH-].[Na+].